Task: Predict the reactants needed to synthesize the given product.. Dataset: Full USPTO retrosynthesis dataset with 1.9M reactions from patents (1976-2016) Given the product [CH3:1][O:2][C:3](=[O:15])[C:4]([NH:14][C:21]([O:20][C:17]([CH3:19])([CH3:18])[CH3:16])=[O:22])([C:8]1[CH:13]=[CH:12][CH:11]=[CH:10][CH:9]=1)[CH2:5][CH:6]=[CH2:7], predict the reactants needed to synthesize it. The reactants are: [CH3:1][O:2][C:3](=[O:15])[C:4]([NH2:14])([C:8]1[CH:13]=[CH:12][CH:11]=[CH:10][CH:9]=1)[CH2:5][CH:6]=[CH2:7].[CH3:16][C:17]([O:20][C:21](O[C:21]([O:20][C:17]([CH3:19])([CH3:18])[CH3:16])=[O:22])=[O:22])([CH3:19])[CH3:18].